This data is from Forward reaction prediction with 1.9M reactions from USPTO patents (1976-2016). The task is: Predict the product of the given reaction. (1) Given the reactants [OH:1][C:2]1[CH:7]=[CH:6][C:5]([C:8](=[O:10])[CH3:9])=[CH:4][CH:3]=1.C=O.F[C:14](F)(F)C([O-])=O.C[NH2+]C1C=CC=CC=1.C(OCC)C, predict the reaction product. The product is: [OH:1][C:2]1[CH:7]=[CH:6][C:5]([C:8](=[O:10])[CH:9]=[CH2:14])=[CH:4][CH:3]=1. (2) Given the reactants [OH:1][C@@H:2]([C:4]1[N:15]([C@@H:16]2[CH2:21][O:20][C@@H:19]([CH2:22][C:23]#[N:24])[CH2:18][CH2:17]2)[C:7]2=[C:8]3[S:14][CH:13]=[CH:12][C:9]3=[N:10][CH:11]=[C:6]2[N:5]=1)[CH3:3], predict the reaction product. The product is: [OH2:1].[OH:1][C@@H:2]([C:4]1[N:15]([C@@H:16]2[CH2:21][O:20][C@@H:19]([CH2:22][C:23]#[N:24])[CH2:18][CH2:17]2)[C:7]2=[C:8]3[S:14][CH:13]=[CH:12][C:9]3=[N:10][CH:11]=[C:6]2[N:5]=1)[CH3:3]. (3) The product is: [OH:2][C:1]1[CH:3]=[C:4]2[C:6]([CH2:11][CH:10]([CH2:12][C:13]([OH:15])=[O:14])[C:9](=[O:16])[O:5]2)=[CH:7][CH:8]=1. Given the reactants [C:1]1([CH:8]=[CH:7][CH:6]=[C:4]([OH:5])[CH:3]=1)[OH:2].[C:9](O)(=[O:16])[C:10]([CH2:12][C:13]([OH:15])=[O:14])=[CH2:11], predict the reaction product. (4) Given the reactants [C:1]([C:5]1[O:9][N:8]=[C:7]([C:10]2[CH:15]=[C:14](Cl)[C:13]([CH:17]3[CH2:19][CH2:18]3)=[CH:12][N:11]=2)[N:6]=1)([CH3:4])([CH3:3])[CH3:2].[CH3:20][C:21]1([CH2:25][OH:26])[CH2:24][O:23][CH2:22]1, predict the reaction product. The product is: [C:1]([C:5]1[O:9][N:8]=[C:7]([C:10]2[CH:15]=[C:14]([O:26][CH2:25][C:21]3([CH3:20])[CH2:24][O:23][CH2:22]3)[C:13]([CH:17]3[CH2:19][CH2:18]3)=[CH:12][N:11]=2)[N:6]=1)([CH3:4])([CH3:3])[CH3:2].